Dataset: Forward reaction prediction with 1.9M reactions from USPTO patents (1976-2016). Task: Predict the product of the given reaction. (1) Given the reactants [NH2:1][CH:2]1[CH2:6][N:5]([C:7]2[CH:8]=[CH:9][C:10]3[O:11][CH2:12][C:13](=[O:17])[NH:14][C:15]=3[N:16]=2)[C:4](=[O:18])[CH2:3]1.[CH3:19][O:20][C:21]1[CH:30]=[C:29]2[C:24]([N:25]=[CH:26][C:27](=[O:36])[N:28]2[CH2:31][CH2:32][CH2:33][CH:34]=O)=[CH:23][CH:22]=1.S([O-])([O-])(=O)=O.[Na+].[Na+].C(O[BH-](OC(=O)C)OC(=O)C)(=O)C.[Na+].C(=O)([O-])O.[Na+], predict the reaction product. The product is: [CH3:19][O:20][C:21]1[CH:30]=[C:29]2[C:24]([N:25]=[CH:26][C:27](=[O:36])[N:28]2[CH2:31][CH2:32][CH2:33][CH2:34][NH:1][CH:2]2[CH2:6][N:5]([C:7]3[CH:8]=[CH:9][C:10]4[O:11][CH2:12][C:13](=[O:17])[NH:14][C:15]=4[N:16]=3)[C:4](=[O:18])[CH2:3]2)=[CH:23][CH:22]=1. (2) The product is: [O:39]1[CH2:45][CH2:44][CH2:43][N:42]([CH2:32]/[CH:33]=[CH:34]/[C:35]([N:29]2[CH2:28][CH2:27][C:26]3[C:19]4[C:18]([NH:17][C:13]5[CH:12]=[C:11]6[C:16](=[CH:15][CH:14]=5)[N:8]([CH2:7][C:2]5[CH:3]=[CH:4][CH:5]=[CH:6][N:1]=5)[N:9]=[CH:10]6)=[N:23][CH:22]=[N:21][C:20]=4[S:24][C:25]=3[CH2:30]2)=[O:37])[CH2:41][CH2:40]1. Given the reactants [N:1]1[CH:6]=[CH:5][CH:4]=[CH:3][C:2]=1[CH2:7][N:8]1[C:16]2[C:11](=[CH:12][C:13]([NH:17][C:18]3[C:19]4[C:26]5[CH2:27][CH2:28][NH:29][CH2:30][C:25]=5[S:24][C:20]=4[N:21]=[CH:22][N:23]=3)=[CH:14][CH:15]=2)[CH:10]=[N:9]1.Br[CH2:32]/[CH:33]=[CH:34]/[C:35]([OH:37])=O.Cl.[O:39]1[CH2:45][CH2:44][CH2:43][NH:42][CH2:41][CH2:40]1, predict the reaction product.